Dataset: NCI-60 drug combinations with 297,098 pairs across 59 cell lines. Task: Regression. Given two drug SMILES strings and cell line genomic features, predict the synergy score measuring deviation from expected non-interaction effect. (1) Drug 1: CN1C(=O)N2C=NC(=C2N=N1)C(=O)N. Drug 2: CCN(CC)CCNC(=O)C1=C(NC(=C1C)C=C2C3=C(C=CC(=C3)F)NC2=O)C. Cell line: MDA-MB-435. Synergy scores: CSS=-1.91, Synergy_ZIP=2.36, Synergy_Bliss=2.79, Synergy_Loewe=-4.58, Synergy_HSA=-2.67. (2) Drug 1: CC(CN1CC(=O)NC(=O)C1)N2CC(=O)NC(=O)C2. Drug 2: C1CC(C1)(C(=O)O)C(=O)O.[NH2-].[NH2-].[Pt+2]. Cell line: 786-0. Synergy scores: CSS=44.1, Synergy_ZIP=-7.81, Synergy_Bliss=-3.25, Synergy_Loewe=-23.1, Synergy_HSA=-1.10. (3) Drug 1: CC(CN1CC(=O)NC(=O)C1)N2CC(=O)NC(=O)C2. Drug 2: CC1C(C(CC(O1)OC2CC(OC(C2O)C)OC3=CC4=CC5=C(C(=O)C(C(C5)C(C(=O)C(C(C)O)O)OC)OC6CC(C(C(O6)C)O)OC7CC(C(C(O7)C)O)OC8CC(C(C(O8)C)O)(C)O)C(=C4C(=C3C)O)O)O)O. Cell line: HS 578T. Synergy scores: CSS=13.0, Synergy_ZIP=3.43, Synergy_Bliss=8.55, Synergy_Loewe=7.51, Synergy_HSA=7.89. (4) Synergy scores: CSS=27.0, Synergy_ZIP=-4.31, Synergy_Bliss=-7.31, Synergy_Loewe=-18.4, Synergy_HSA=-4.14. Cell line: SF-295. Drug 2: CC1CCC2CC(C(=CC=CC=CC(CC(C(=O)C(C(C(=CC(C(=O)CC(OC(=O)C3CCCCN3C(=O)C(=O)C1(O2)O)C(C)CC4CCC(C(C4)OC)OCCO)C)C)O)OC)C)C)C)OC. Drug 1: CNC(=O)C1=CC=CC=C1SC2=CC3=C(C=C2)C(=NN3)C=CC4=CC=CC=N4. (5) Drug 1: CC1=C2C(C(=O)C3(C(CC4C(C3C(C(C2(C)C)(CC1OC(=O)C(C(C5=CC=CC=C5)NC(=O)C6=CC=CC=C6)O)O)OC(=O)C7=CC=CC=C7)(CO4)OC(=O)C)O)C)OC(=O)C. Drug 2: C1CN(P(=O)(OC1)NCCCl)CCCl. Cell line: ACHN. Synergy scores: CSS=5.28, Synergy_ZIP=4.08, Synergy_Bliss=10.5, Synergy_Loewe=2.34, Synergy_HSA=5.03. (6) Drug 1: C1=CC(=CC=C1CCCC(=O)O)N(CCCl)CCCl. Drug 2: CC1C(C(CC(O1)OC2CC(CC3=C2C(=C4C(=C3O)C(=O)C5=C(C4=O)C(=CC=C5)OC)O)(C(=O)CO)O)N)O.Cl. Cell line: CCRF-CEM. Synergy scores: CSS=49.7, Synergy_ZIP=-3.64, Synergy_Bliss=-0.509, Synergy_Loewe=-7.88, Synergy_HSA=4.86. (7) Drug 1: C1=NC(=NC(=O)N1C2C(C(C(O2)CO)O)O)N. Drug 2: C(=O)(N)NO. Cell line: SR. Synergy scores: CSS=61.2, Synergy_ZIP=0.897, Synergy_Bliss=1.93, Synergy_Loewe=-34.7, Synergy_HSA=2.09. (8) Cell line: SF-295. Drug 2: CC1=C(C(CCC1)(C)C)C=CC(=CC=CC(=CC(=O)O)C)C. Synergy scores: CSS=27.1, Synergy_ZIP=-9.24, Synergy_Bliss=-2.05, Synergy_Loewe=1.61, Synergy_HSA=1.29. Drug 1: CC(CN1CC(=O)NC(=O)C1)N2CC(=O)NC(=O)C2. (9) Drug 1: COC1=CC(=CC(=C1O)OC)C2C3C(COC3=O)C(C4=CC5=C(C=C24)OCO5)OC6C(C(C7C(O6)COC(O7)C8=CC=CS8)O)O. Drug 2: C1C(C(OC1N2C=NC3=C(N=C(N=C32)Cl)N)CO)O. Cell line: SNB-19. Synergy scores: CSS=45.7, Synergy_ZIP=-0.883, Synergy_Bliss=2.36, Synergy_Loewe=-1.02, Synergy_HSA=4.35. (10) Drug 1: CCCS(=O)(=O)NC1=C(C(=C(C=C1)F)C(=O)C2=CNC3=C2C=C(C=N3)C4=CC=C(C=C4)Cl)F. Drug 2: C1CCC(CC1)NC(=O)N(CCCl)N=O. Cell line: OVCAR-4. Synergy scores: CSS=3.47, Synergy_ZIP=-0.256, Synergy_Bliss=1.32, Synergy_Loewe=-2.15, Synergy_HSA=-1.06.